This data is from Full USPTO retrosynthesis dataset with 1.9M reactions from patents (1976-2016). The task is: Predict the reactants needed to synthesize the given product. (1) Given the product [Cl:25][CH2:14][C:10]1[CH:11]=[N:12][O:13][C:9]=1[C:6]1[CH:7]=[CH:8][C:3]([C:2]([F:17])([F:16])[F:1])=[CH:4][CH:5]=1, predict the reactants needed to synthesize it. The reactants are: [F:1][C:2]([F:17])([F:16])[C:3]1[CH:8]=[CH:7][C:6]([C:9]2[O:13][N:12]=[CH:11][C:10]=2[CH2:14]O)=[CH:5][CH:4]=1.O1CCCC1.S(Cl)([Cl:25])=O. (2) The reactants are: [C:1]([O:5][C:6]([N:8]1[CH2:15][CH:14]2[NH:16][CH:10]([CH2:11][O:12][CH2:13]2)[CH2:9]1)=[O:7])([CH3:4])([CH3:3])[CH3:2].[F:17][C:18]1[CH:25]=[CH:24][C:21]([CH2:22]Cl)=[CH:20][CH:19]=1.C([O-])(O)=O.[Na+]. Given the product [C:1]([O:5][C:6]([N:8]1[CH2:9][CH:10]2[N:16]([CH2:22][C:21]3[CH:24]=[CH:25][C:18]([F:17])=[CH:19][CH:20]=3)[CH:14]([CH2:13][O:12][CH2:11]2)[CH2:15]1)=[O:7])([CH3:4])([CH3:2])[CH3:3], predict the reactants needed to synthesize it.